From a dataset of NCI-60 drug combinations with 297,098 pairs across 59 cell lines. Regression. Given two drug SMILES strings and cell line genomic features, predict the synergy score measuring deviation from expected non-interaction effect. Drug 1: COC1=C(C=C2C(=C1)N=CN=C2NC3=CC(=C(C=C3)F)Cl)OCCCN4CCOCC4. Drug 2: C1CNP(=O)(OC1)N(CCCl)CCCl. Cell line: HCT-15. Synergy scores: CSS=39.8, Synergy_ZIP=1.09, Synergy_Bliss=2.19, Synergy_Loewe=-41.6, Synergy_HSA=1.44.